Dataset: Reaction yield outcomes from USPTO patents with 853,638 reactions. Task: Predict the reaction yield, written as a fraction of the theoretical maximum amount of product (1.0 means a 100% yield; for example, 0.34 means a 34% yield). (1) The reactants are [F:1][C:2]1([F:29])[CH2:28][CH:5]2[CH:6]([C:18]3[CH:23]=[CH:22][C:21]([O:24]COC)=[CH:20][CH:19]=3)[O:7][C:8]3[CH:9]=[CH:10][C:11]([O:14]COC)=[CH:12][C:13]=3[CH:4]2[CH2:3]1. The catalyst is C1COCC1.Cl.CCOC(C)=O. The product is [F:29][C:2]1([F:1])[CH2:28][C@@H:5]2[C@H:6]([C:18]3[CH:23]=[CH:22][C:21]([OH:24])=[CH:20][CH:19]=3)[O:7][C:8]3[CH:9]=[CH:10][C:11]([OH:14])=[CH:12][C:13]=3[C@@H:4]2[CH2:3]1. The yield is 1.00. (2) The reactants are C([O:3][C:4](=[O:19])[CH:5]([O:16][CH2:17][CH3:18])[CH2:6][C:7]1[CH:8]=[C:9]2[C:13](=[CH:14][CH:15]=1)[NH:12][CH:11]=[CH:10]2)C.Cl[CH2:21][C:22]1[N:23]=[C:24]([C:28]2[CH:33]=[CH:32][C:31]([C:34]([F:37])([F:36])[F:35])=[CH:30][CH:29]=2)[O:25][C:26]=1[CH3:27]. No catalyst specified. The product is [CH2:17]([O:16][CH:5]([CH2:6][C:7]1[CH:8]=[C:9]2[C:13](=[CH:14][CH:15]=1)[N:12]([CH2:21][C:22]1[N:23]=[C:24]([C:28]3[CH:29]=[CH:30][C:31]([C:34]([F:37])([F:36])[F:35])=[CH:32][CH:33]=3)[O:25][C:26]=1[CH3:27])[CH:11]=[CH:10]2)[C:4]([OH:3])=[O:19])[CH3:18]. The yield is 0.270. (3) The catalyst is CN(C=O)C. The reactants are Br[CH:2]([C:8]1[S:9][CH:10]=[C:11]([C:13]2[CH:18]=[CH:17][C:16]([Cl:19])=[CH:15][CH:14]=2)[N:12]=1)[C:3]([N:5]([CH3:7])[CH3:6])=[O:4].C([O-])([O-])=O.[K+].[K+].[F:26][C:27]1[C:35]([OH:36])=[CH:34][CH:33]=[C:32]([F:37])[C:28]=1[C:29]([NH2:31])=[O:30]. The product is [Cl:19][C:16]1[CH:17]=[CH:18][C:13]([C:11]2[N:12]=[C:8]([CH:2]([O:36][C:35]3[C:27]([F:26])=[C:28]([C:32]([F:37])=[CH:33][CH:34]=3)[C:29]([NH2:31])=[O:30])[C:3]([N:5]([CH3:7])[CH3:6])=[O:4])[S:9][CH:10]=2)=[CH:14][CH:15]=1. The yield is 0.570. (4) The reactants are [CH3:16][C:11]1([CH3:17])[C:12]([CH3:15])([CH3:14])[O:13][B:9]([B:9]2[O:13][C:12]([CH3:15])([CH3:14])[C:11]([CH3:17])([CH3:16])[O:10]2)[O:10]1.Br[C:20]1[CH:25]=[CH:24][C:23]([N:26]2[N:30]=[N:29][CH:28]=[N:27]2)=[CH:22][CH:21]=1.C([O-])(=O)C.[K+]. The catalyst is O1CCOCC1.C1C=CC(P(C2C=CC=CC=2)[C-]2C=CC=C2)=CC=1.C1C=CC(P(C2C=CC=CC=2)[C-]2C=CC=C2)=CC=1.Cl[Pd]Cl.[Fe+2]. The product is [CH3:15][C:12]1([CH3:14])[C:11]([CH3:16])([CH3:17])[O:10][B:9]([C:20]2[CH:25]=[CH:24][C:23]([N:26]3[N:30]=[N:29][CH:28]=[N:27]3)=[CH:22][CH:21]=2)[O:13]1. The yield is 0.990. (5) The reactants are Br.[N+:2]([C:5]1[CH:10]=[CH:9][C:8]([CH2:11][C@@H:12]([C:14]2[N:15]=[C:16]([C:19]3[CH:24]=[CH:23][CH:22]=[CH:21][CH:20]=3)[S:17][CH:18]=2)[NH2:13])=[CH:7][CH:6]=1)([O-:4])=[O:3].C([O-])([O-])=O.[Ca+2].C(Cl)(Cl)(Cl)Cl.[C:35](Cl)(Cl)=[S:36]. The catalyst is O.C(Cl)Cl. The product is [N:13]([C@H:12]([C:14]1[N:15]=[C:16]([C:19]2[CH:20]=[CH:21][CH:22]=[CH:23][CH:24]=2)[S:17][CH:18]=1)[CH2:11][C:8]1[CH:7]=[CH:6][C:5]([N+:2]([O-:4])=[O:3])=[CH:10][CH:9]=1)=[C:35]=[S:36]. The yield is 0.730. (6) The reactants are [NH:1]1[CH:5]=[CH:4][N:3]=[C:2]1[C:6]([CH:8]1[C:17]2[C:12](=[CH:13][CH:14]=[CH:15][CH:16]=2)[N:11]([S:18]([C:21]2[CH:26]=[CH:25][C:24]([CH3:27])=[CH:23][CH:22]=2)(=[O:20])=[O:19])[CH2:10][CH2:9]1)=O.[OH-].[Na+].O.NN. The catalyst is C(O)COCCOCCO.C(OCC)(=O)C. The product is [NH:1]1[CH:5]=[CH:4][N:3]=[C:2]1[CH2:6][CH:8]1[C:17]2[C:12](=[CH:13][CH:14]=[CH:15][CH:16]=2)[N:11]([S:18]([C:21]2[CH:26]=[CH:25][C:24]([CH3:27])=[CH:23][CH:22]=2)(=[O:20])=[O:19])[CH2:10][CH2:9]1. The yield is 0.190. (7) The reactants are [O:1]=[C:2]1[N:6]([C@@H:7]([C:9]2[CH:14]=[CH:13][CH:12]=[CH:11][CH:10]=2)[CH3:8])[CH2:5][CH:4]([C:15]([OH:17])=[O:16])[CH2:3]1. The catalyst is ClCCl. The product is [O:1]=[C:2]1[N:6]([C@@H:7]([C:9]2[CH:14]=[CH:13][CH:12]=[CH:11][CH:10]=2)[CH3:8])[CH2:5][CH:4]([C:15]([O:17][C:4]([CH3:15])([CH3:5])[CH3:3])=[O:16])[CH2:3]1. The yield is 0.640.